This data is from Full USPTO retrosynthesis dataset with 1.9M reactions from patents (1976-2016). The task is: Predict the reactants needed to synthesize the given product. (1) Given the product [CH3:1][O:2][C:3]([CH:4]1[CH2:5][C:6]([C:24]#[N:25])([C:13]2[CH:18]=[CH:17][C:16]([N+:19]([O-:21])=[O:20])=[C:15]([O:22][CH3:23])[CH:14]=2)[CH2:7][CH2:8][C:9]1=[O:10])=[O:26], predict the reactants needed to synthesize it. The reactants are: [CH3:1][O:2][C:3](=[O:26])[CH2:4][CH2:5][C:6]([C:24]#[N:25])([C:13]1[CH:18]=[CH:17][C:16]([N+:19]([O-:21])=[O:20])=[C:15]([O:22][CH3:23])[CH:14]=1)[CH2:7][CH2:8][C:9](OC)=[O:10].COCCOC.[H-].[Na+]. (2) Given the product [CH3:1][N:2]([C:3]1[CH:4]=[N:5][CH:6]=[CH:7][C:8]=1[C:9]1[CH:14]=[CH:13][CH:12]=[CH:11][C:10]=1[CH3:15])[C:28]([C:20]1[CH:19]=[C:18]([C:17]([F:16])([F:31])[F:32])[CH:23]=[C:22]([C:24]([F:27])([F:25])[F:26])[N:21]=1)=[O:29], predict the reactants needed to synthesize it. The reactants are: [CH3:1][NH:2][C:3]1[CH:4]=[N:5][CH:6]=[CH:7][C:8]=1[C:9]1[CH:14]=[CH:13][CH:12]=[CH:11][C:10]=1[CH3:15].[F:16][C:17]([F:32])([F:31])[C:18]1[CH:23]=[C:22]([C:24]([F:27])([F:26])[F:25])[N:21]=[C:20]([C:28](O)=[O:29])[CH:19]=1. (3) Given the product [C:1]([O:5][C:6]([N:8]([CH2:26][C:27]([O:29][C:30]([CH3:33])([CH3:32])[CH3:31])=[O:28])[C:9]1[CH:14]=[CH:13][CH:12]=[C:11]([CH:15]([CH2:46][C:45]2[CH:44]=[CH:43][C:42]([C:39]([CH3:41])([CH3:40])[CH2:38][CH2:37][CH2:36][C:35]([F:34])([F:51])[F:50])=[CH:49][CH:48]=2)[NH:16][S:17]([C:20]2[CH:25]=[CH:24][CH:23]=[CH:22][N:21]=2)(=[O:19])=[O:18])[N:10]=1)=[O:7])([CH3:4])([CH3:3])[CH3:2], predict the reactants needed to synthesize it. The reactants are: [C:1]([O:5][C:6]([N:8]([CH2:26][C:27]([O:29][C:30]([CH3:33])([CH3:32])[CH3:31])=[O:28])[C:9]1[CH:14]=[CH:13][CH:12]=[C:11]([CH2:15][NH:16][S:17]([C:20]2[CH:25]=[CH:24][CH:23]=[CH:22][N:21]=2)(=[O:19])=[O:18])[N:10]=1)=[O:7])([CH3:4])([CH3:3])[CH3:2].[F:34][C:35]([F:51])([F:50])[CH2:36][CH2:37][CH2:38][C:39]([C:42]1[CH:49]=[CH:48][C:45]([CH2:46]O)=[CH:44][CH:43]=1)([CH3:41])[CH3:40].C(P(CCCC)CCCC)CCC.CN(C)C(N=NC(N(C)C)=O)=O. (4) Given the product [Br:1][C:2]1[CH:3]=[C:4]([NH:8][CH:12]([C:11]2[CH:14]=[CH:15][CH:16]=[CH:17][C:10]=2[Cl:9])[C:22]#[N:23])[CH:5]=[N:6][CH:7]=1, predict the reactants needed to synthesize it. The reactants are: [Br:1][C:2]1[CH:3]=[C:4]([NH2:8])[CH:5]=[N:6][CH:7]=1.[Cl:9][C:10]1[CH:17]=[CH:16][CH:15]=[CH:14][C:11]=1[CH:12]=O.[Si]([C:22]#[N:23])(C)(C)C. (5) Given the product [N+:1]([C:4]1[CH:5]=[CH:6][C:7]2[O:12][C@:11]([CH3:18])([CH:13]([O:16][CH3:17])[O:14][CH3:15])[C@H:10]([OH:19])[C@@H:9]([N:29]([C:23]3[CH:24]=[CH:25][C:26]([CH3:28])=[CH:27][C:22]=3[CH3:21])[CH2:30][C:31]3[N:32]=[N:33][N:34]([CH3:36])[N:35]=3)[C:8]=2[CH:20]=1)([O-:3])=[O:2], predict the reactants needed to synthesize it. The reactants are: [N+:1]([C:4]1[CH:5]=[CH:6][C:7]2[O:12][C@:11]([CH3:18])([CH:13]([O:16][CH3:17])[O:14][CH3:15])[C@@H:10]3[O:19][C@@H:9]3[C:8]=2[CH:20]=1)([O-:3])=[O:2].[CH3:21][C:22]1[CH:27]=[C:26]([CH3:28])[CH:25]=[CH:24][C:23]=1[NH:29][CH2:30][C:31]1[N:32]=[N:33][N:34]([CH3:36])[N:35]=1.